From a dataset of Tyrosyl-DNA phosphodiesterase HTS with 341,365 compounds. Binary Classification. Given a drug SMILES string, predict its activity (active/inactive) in a high-throughput screening assay against a specified biological target. (1) The drug is O=C(c1ccc([N+]([O-])=O)cc1)C. The result is 0 (inactive). (2) The compound is O=C(Nc1ccc(OCC)cc1)C1CCC(CC1)CNC1=C(N2CCOCC2)C(=O)C1=O. The result is 0 (inactive). (3) The compound is O=C(Nc1ccccc1)CCC(=O)N\N=C\c1occc1. The result is 0 (inactive). (4) The result is 0 (inactive). The molecule is S(C(c1ccccc1)C(OCC)=O)c1[nH]ncn1.